From a dataset of Forward reaction prediction with 1.9M reactions from USPTO patents (1976-2016). Predict the product of the given reaction. (1) Given the reactants [NH2:1][C:2]1[CH:30]=[CH:29][C:5]2[NH:6][C:7]([C:12]3[C:13](=[O:28])[N:14]([CH2:23][CH2:24][CH:25]([CH3:27])[CH3:26])[C:15]4[C:20]([C:21]=3[OH:22])=[CH:19][CH:18]=[CH:17][N:16]=4)=[N:8][S:9](=[O:11])(=[O:10])[C:4]=2[CH:3]=1.[S:31]1[CH:35]=[CH:34][CH:33]=[C:32]1[S:36](Cl)(=[O:38])=[O:37], predict the reaction product. The product is: [OH:22][C:21]1[C:20]2[C:15](=[N:16][CH:17]=[CH:18][CH:19]=2)[N:14]([CH2:23][CH2:24][CH:25]([CH3:27])[CH3:26])[C:13](=[O:28])[C:12]=1[C:7]1[NH:6][C:5]2[CH:29]=[CH:30][C:2]([NH:1][S:36]([C:32]3[S:31][CH:35]=[CH:34][CH:33]=3)(=[O:38])=[O:37])=[CH:3][C:4]=2[S:9](=[O:11])(=[O:10])[N:8]=1. (2) Given the reactants [Cl:1][C:2]1[C:3](C(=O)N(CCCC)CCCC)=[N:4][N:5]([C:8]2[CH:18]=[CH:17][C:11]([C:12]([O:14][CH2:15][CH3:16])=[O:13])=[CH:10][C:9]=2[C:19]([N:21]2[CH2:30][CH2:29][C:28]3[C:23](=[CH:24][CH:25]=[CH:26][CH:27]=3)[CH2:22]2)=[O:20])[C:6]=1[CH3:7].[CH2:42]([N:46](CCCC)[C:47]1[C:51](Cl)=[C:50]([CH3:53])NN=1)[CH2:43][CH2:44][CH3:45].FC1C=CC(C(OCC)=O)=CC=1C(N1CCC2C(=CC=CC=2)C1)=O, predict the reaction product. The product is: [Cl:1][C:2]1[C:3]([N:46]([CH2:47][CH2:51][CH2:50][CH3:53])[CH2:42][CH2:43][CH2:44][CH3:45])=[N:4][N:5]([C:8]2[CH:18]=[CH:17][C:11]([C:12]([O:14][CH2:15][CH3:16])=[O:13])=[CH:10][C:9]=2[C:19]([N:21]2[CH2:30][CH2:29][C:28]3[C:27](=[CH:26][CH:25]=[CH:24][CH:23]=3)[CH2:22]2)=[O:20])[C:6]=1[CH3:7]. (3) Given the reactants [O:1]1[CH2:6][CH2:5][N:4]([CH2:7][C:8]([OH:10])=O)[CH2:3][CH2:2]1.[C:11]([O:15][C:16](=[O:34])[C@@H:17]([NH:28][C:29](=[O:33])[C@@H:30]([NH2:32])[CH3:31])[CH2:18][C:19]1[C:27]2[C:22](=[CH:23][CH:24]=[CH:25][CH:26]=2)[NH:21][CH:20]=1)([CH3:14])([CH3:13])[CH3:12].C(N(CC)C(C)C)(C)C.CN(C(ON1N=NC2C=CC=NC1=2)=[N+](C)C)C.F[P-](F)(F)(F)(F)F, predict the reaction product. The product is: [C:11]([O:15][C:16](=[O:34])[C@@H:17]([NH:28][C:29](=[O:33])[C@@H:30]([NH:32][C:8](=[O:10])[CH2:7][N:4]1[CH2:3][CH2:2][O:1][CH2:6][CH2:5]1)[CH3:31])[CH2:18][C:19]1[C:27]2[C:22](=[CH:23][CH:24]=[CH:25][CH:26]=2)[NH:21][CH:20]=1)([CH3:12])([CH3:13])[CH3:14]. (4) Given the reactants Cl[C:2]1[CH:7]=[CH:6][C:5]([S:8]([O-:11])(=[O:10])=[O:9])=[CH:4][C:3]=1[N+:12]([O-:14])=[O:13].[Na+].[NH:16]([C:30]([O:32]C(C)(C)C)=[O:31])[C@H](C(OC(C)(C)C)=O)CCC(=O)O.Cl.C1C=NC2N([OH:47])N=NC=2C=1.CN([C:51]([O:55]N1N=NC2C=CC=NC1=2)=[N+](C)C)C.F[P-](F)(F)(F)(F)F.CCN(C(C)C)C(C)C.[OH2:81].[C:82](#[N:84])[CH3:83], predict the reaction product. The product is: [OH:81][C:6]1[C:5]([S:8]([OH:11])(=[O:10])=[O:9])=[CH:4][C:3]([N+:12]([O-:14])=[O:13])=[CH:2][C:7]=1[NH:16][C:30]([O:32][CH2:83][C@@H:82]([C:51]([OH:55])=[O:47])[NH2:84])=[O:31].